From a dataset of TCR-epitope binding with 47,182 pairs between 192 epitopes and 23,139 TCRs. Binary Classification. Given a T-cell receptor sequence (or CDR3 region) and an epitope sequence, predict whether binding occurs between them. (1) The epitope is RLDKVEAEV. The TCR CDR3 sequence is CASSFEGGEQFF. Result: 0 (the TCR does not bind to the epitope). (2) The epitope is DPFRLLQNSQVFS. The TCR CDR3 sequence is CSARDRDRGYEQYF. Result: 0 (the TCR does not bind to the epitope). (3) The epitope is LLWNGPMAV. The TCR CDR3 sequence is CASSPSGGGYEQYF. Result: 1 (the TCR binds to the epitope). (4) The epitope is TTLPVNVAF. The TCR CDR3 sequence is CASSIRSTKTQYF. Result: 0 (the TCR does not bind to the epitope). (5) The epitope is FLYNLLTRV. The TCR CDR3 sequence is CASSEDRGSPLHF. Result: 0 (the TCR does not bind to the epitope). (6) The epitope is VTIAEILLI. The TCR CDR3 sequence is CASSHVLGPQETQYF. Result: 0 (the TCR does not bind to the epitope).